This data is from Full USPTO retrosynthesis dataset with 1.9M reactions from patents (1976-2016). The task is: Predict the reactants needed to synthesize the given product. (1) Given the product [CH:1]1([CH2:4][O:5][C:6]2[CH:7]=[C:8]([CH:13]=[C:14]([N:16]([CH2:22][CH2:23][N:24]3[CH2:29][CH2:28][O:27][CH2:26][CH2:25]3)[S:17]([CH3:20])(=[O:19])=[O:18])[CH:15]=2)[C:9]([O:11][CH3:12])=[O:10])[CH2:2][CH2:3]1, predict the reactants needed to synthesize it. The reactants are: [CH:1]1([CH2:4][O:5][C:6]2[CH:7]=[C:8]([CH:13]=[C:14]([NH:16][S:17]([CH3:20])(=[O:19])=[O:18])[CH:15]=2)[C:9]([O:11][CH3:12])=[O:10])[CH2:3][CH2:2]1.Cl[CH2:22][CH2:23][N:24]1[CH2:29][CH2:28][O:27][CH2:26][CH2:25]1.C([O-])([O-])=O.[K+].[K+]. (2) The reactants are: [CH3:1][C@@H:2]1[NH:7][CH2:6][CH2:5][N:4]([S:8]([C:11]2[CH:16]=[CH:15][C:14]([C:17]([F:20])([F:19])[F:18])=[CH:13][CH:12]=2)(=[O:10])=[O:9])[CH2:3]1.C1C=CC2N(O)N=NC=2C=1.O.CN(C(ON1N=NC2C=CC=CC1=2)=[N+](C)C)C.F[P-](F)(F)(F)(F)F.[CH3:56][O:57][C:58]1[N:63]=[CH:62][C:61]([C:64](O)=[O:65])=[CH:60][CH:59]=1.CCN(C(C)C)C(C)C. Given the product [CH3:1][C@H:2]1[CH2:3][N:4]([S:8]([C:11]2[CH:12]=[CH:13][C:14]([C:17]([F:20])([F:18])[F:19])=[CH:15][CH:16]=2)(=[O:9])=[O:10])[CH2:5][CH2:6][N:7]1[C:64]([C:61]1[CH:62]=[N:63][C:58]([O:57][CH3:56])=[CH:59][CH:60]=1)=[O:65], predict the reactants needed to synthesize it.